This data is from Full USPTO retrosynthesis dataset with 1.9M reactions from patents (1976-2016). The task is: Predict the reactants needed to synthesize the given product. Given the product [S:4]1[CH:8]=[CH:7][N:6]2[CH:9]=[C:10]([C:12]3[CH:40]=[CH:39][CH:38]=[CH:37][C:13]=3[C:14]([NH:16][C:17]3[CH:26]=[CH:25][C:24]4[C:19](=[CH:20][CH:21]=[C:22]([C:27]([OH:29])=[O:28])[CH:23]=4)[N:18]=3)=[O:15])[N:11]=[C:5]12, predict the reactants needed to synthesize it. The reactants are: O.[OH-].[Li+].[S:4]1[CH:8]=[CH:7][N:6]2[CH:9]=[C:10]([C:12]3[CH:40]=[CH:39][CH:38]=[CH:37][C:13]=3[C:14]([NH:16][C:17]3[CH:26]=[CH:25][C:24]4[C:19](=[CH:20][CH:21]=[C:22]([C:27]([O:29]CC5C=CC=CC=5)=[O:28])[CH:23]=4)[N:18]=3)=[O:15])[N:11]=[C:5]12.